Predict the product of the given reaction. From a dataset of Forward reaction prediction with 1.9M reactions from USPTO patents (1976-2016). (1) Given the reactants C([Mg]Cl)CCC.C([Li])CCC.Br[C:13]1[CH:18]=[CH:17][CH:16]=[C:15]([Br:19])[N:14]=1.C1(C)C=CC(S([C:29]#[N:30])(=O)=O)=CC=1, predict the reaction product. The product is: [Br:19][C:15]1[N:14]=[C:13]([C:29]#[N:30])[CH:18]=[CH:17][CH:16]=1. (2) The product is: [CH2:1]([C:4]1[C:5]2[CH:6]=[CH:7][C:8]([O:27][CH3:28])=[C:9]([O:25][CH3:26])[C:10]=2[CH:11]([C:30]([CH3:32])=[CH2:31])[N:12]2[CH2:21][CH2:20][C:19]3[C:14](=[CH:15][C:16]4[O:24][CH2:23][O:22][C:17]=4[CH:18]=3)[C:13]=12)[CH:2]=[CH2:3]. Given the reactants [CH2:1]([C:4]1[C:5]2[CH:6]=[CH:7][C:8]([O:27][CH3:28])=[C:9]([O:25][CH3:26])[C:10]=2[CH2:11][NH+:12]2[CH2:21][CH2:20][C:19]3[C:14](=[CH:15][C:16]4[O:24][CH2:23][O:22][C:17]=4[CH:18]=3)[C:13]=12)[CH:2]=[CH2:3].[Br-].[C:30]([Mg]Br)([CH3:32])=[CH2:31].O1CCCC1, predict the reaction product. (3) The product is: [Br:12][C:13]1[CH:14]=[C:15]([O:19][C:2]([CH3:3])([CH3:1])[CH3:4])[CH:16]=[CH:17][CH:18]=1. Given the reactants [CH3:1][C:2](=[CH2:4])[CH3:3].C(=O)=O.CC(C)=O.[Br:12][C:13]1[CH:14]=[C:15]([OH:19])[CH:16]=[CH:17][CH:18]=1.FC(F)(F)S(O)(=O)=O.C(N(CC)CC)C, predict the reaction product. (4) Given the reactants [Br:1][C:2]1[CH:3]=[C:4]2[C:9](=[CH:10][CH:11]=1)[O:8][CH2:7][C:6]([CH3:13])([CH3:12])[C:5]2=[N:14][S:15]([C:17]([CH3:20])([CH3:19])[CH3:18])=[O:16].[CH:21]([Mg]Br)=[CH2:22], predict the reaction product. The product is: [Br:1][C:2]1[CH:3]=[C:4]2[C:9](=[CH:10][CH:11]=1)[O:8][CH2:7][C:6]([CH3:12])([CH3:13])[C:5]2([NH:14][S:15]([C:17]([CH3:20])([CH3:19])[CH3:18])=[O:16])[CH:21]=[CH2:22]. (5) Given the reactants [CH3:1][C:2]1[NH:11][C:10](=O)[C:9]2[C:4](=[CH:5][CH:6]=[CH:7][CH:8]=2)[N:3]=1.C(N(CC)C1C=CC=CC=1)C.O=P(Cl)(Cl)[Cl:26].[OH-].[Na+], predict the reaction product. The product is: [Cl:26][C:10]1[C:9]2[C:4](=[CH:5][CH:6]=[CH:7][CH:8]=2)[N:3]=[C:2]([CH3:1])[N:11]=1. (6) Given the reactants [F:1][C:2]1[CH:7]=[C:6]([F:8])[CH:5]=[CH:4][C:3]=1[N:9]1[C:17](=[O:18])[C:16]2[C@@H:15]3[C:19]([CH3:21])([CH3:20])[C@@:12]([CH3:22])([CH2:13][CH2:14]3)[C:11]=2[NH:10]1.[CH2:23](I)[CH:24]=[CH2:25], predict the reaction product. The product is: [CH2:25]([N:10]1[C:11]2[C@@:12]3([CH3:22])[C:19]([CH3:21])([CH3:20])[C@H:15]([CH2:14][CH2:13]3)[C:16]=2[C:17](=[O:18])[N:9]1[C:3]1[CH:4]=[CH:5][C:6]([F:8])=[CH:7][C:2]=1[F:1])[CH:24]=[CH2:23]. (7) Given the reactants [ClH:1].[Br:2][C:3]1[CH:4]=[C:5]2[CH2:10][CH2:9][CH2:8][N:6]2[N:7]=1, predict the reaction product. The product is: [ClH:1].[Br:2][C:3]1[CH:4]=[C:5]2[CH2:10][CH2:9][CH2:8][N:6]2[N:7]=1.